Task: Predict the product of the given reaction.. Dataset: Forward reaction prediction with 1.9M reactions from USPTO patents (1976-2016) (1) The product is: [CH3:58][C:57]1[N:56]=[C:55]([NH:59][C:60](=[O:66])[O:61][C:62]([CH3:65])([CH3:63])[CH3:64])[CH:54]=[N:53][C:52]=1[CH2:51][NH:50][C:18]([C:16]1[N:15]=[N:14][N:13]([CH2:12][C:7]2[CH:8]=[C:9]3[C:4](=[CH:5][CH:6]=2)[N:3]=[C:2]([CH3:1])[CH:11]=[CH:10]3)[CH:17]=1)=[O:20]. Given the reactants [CH3:1][C:2]1[CH:11]=[CH:10][C:9]2[C:4](=[CH:5][CH:6]=[C:7]([CH2:12][N:13]3[CH:17]=[C:16]([C:18]([OH:20])=O)[N:15]=[N:14]3)[CH:8]=2)[N:3]=1.CCN=C=NCCCN(C)C.Cl.C1C=NC2N(O)N=NC=2C=1.CN1CCOCC1.[NH2:50][CH2:51][C:52]1[N:53]=[CH:54][C:55]([NH:59][C:60](=[O:66])[O:61][C:62]([CH3:65])([CH3:64])[CH3:63])=[N:56][C:57]=1[CH3:58], predict the reaction product. (2) Given the reactants [F:1][C:2]1[CH:3]=[C:4]([CH:31]=[CH:32][CH:33]=1)[CH2:5][N:6]1[C:14]2[C:9](=[CH:10][C:11]([NH:15][C:16]3[C:25]4[C:20](=[CH:21][C:22]([O:29][CH3:30])=[C:23]([N+:26]([O-])=O)[CH:24]=4)[N:19]=[CH:18][N:17]=3)=[CH:12][CH:13]=2)[CH:8]=[N:7]1.Cl.[OH-].[Na+], predict the reaction product. The product is: [F:1][C:2]1[CH:3]=[C:4]([CH:31]=[CH:32][CH:33]=1)[CH2:5][N:6]1[C:14]2[C:9](=[CH:10][C:11]([NH:15][C:16]3[C:25]4[C:20](=[CH:21][C:22]([O:29][CH3:30])=[C:23]([NH2:26])[CH:24]=4)[N:19]=[CH:18][N:17]=3)=[CH:12][CH:13]=2)[CH:8]=[N:7]1. (3) Given the reactants Br[C:2]1[CH:3]=[N:4][CH:5]=[C:6]([Br:8])[CH:7]=1.[NH:9]1[CH2:14][CH2:13][O:12][CH2:11][CH2:10]1, predict the reaction product. The product is: [Br:8][C:6]1[CH:7]=[C:2]([N:9]2[CH2:14][CH2:13][O:12][CH2:11][CH2:10]2)[CH:3]=[N:4][CH:5]=1.